From a dataset of Full USPTO retrosynthesis dataset with 1.9M reactions from patents (1976-2016). Predict the reactants needed to synthesize the given product. (1) Given the product [N+:24]([C:15]1[CH:16]=[C:17]([C:20]([F:21])([F:22])[F:23])[CH:18]=[CH:19][C:14]=1[C:2]1[CH:12]=[CH:11][C:5]([C:6]([O:8][CH2:9][CH3:10])=[O:7])=[CH:4][CH:3]=1)([O-:26])=[O:25], predict the reactants needed to synthesize it. The reactants are: I[C:2]1[CH:12]=[CH:11][C:5]([C:6]([O:8][CH2:9][CH3:10])=[O:7])=[CH:4][CH:3]=1.Br[C:14]1[CH:19]=[CH:18][C:17]([C:20]([F:23])([F:22])[F:21])=[CH:16][C:15]=1[N+:24]([O-:26])=[O:25]. (2) The reactants are: [NH2:1][C:2]1[N:3]=[N:4][CH:5]=[C:6]([C:8]2[CH:13]=[CH:12][C:11]([OH:14])=[CH:10][CH:9]=2)[N:7]=1.CC(C)([O-])C.[K+].[CH3:21][NH:22][C:23]([C:25]1[CH:30]=[C:29](Cl)[CH:28]=[CH:27][N:26]=1)=[O:24].C([O-])([O-])=O.[K+].[K+]. Given the product [NH2:1][C:2]1[N:3]=[N:4][CH:5]=[C:6]([C:8]2[CH:9]=[CH:10][C:11]([O:14][C:29]3[CH:28]=[CH:27][N:26]=[C:25]([C:23]([NH:22][CH3:21])=[O:24])[CH:30]=3)=[CH:12][CH:13]=2)[N:7]=1, predict the reactants needed to synthesize it. (3) Given the product [Cl:34][CH2:35][C:36]1[CH:37]=[CH:38][C:39]([C:42]([N:44]=[C:45]=[S:46])=[O:43])=[CH:40][CH:41]=1.[Cl:34][CH2:35][C:36]1[CH:37]=[CH:38][C:39]([C:42]([NH:44][C:45]([NH:31][C:30]2[CH:32]=[CH:33][C:27]([O:26][C:17]3[C:16]4[C:21](=[CH:22][C:23]([O:24][CH3:25])=[C:14]([O:13][CH3:12])[CH:15]=4)[N:20]=[CH:19][N:18]=3)=[CH:28][CH:29]=2)=[S:46])=[O:43])=[CH:40][CH:41]=1, predict the reactants needed to synthesize it. The reactants are: ClCC1C=CC(C(Cl)=O)=CC=1.[CH3:12][O:13][C:14]1[CH:15]=[C:16]2[C:21](=[CH:22][C:23]=1[O:24][CH3:25])[N:20]=[CH:19][N:18]=[C:17]2[O:26][C:27]1[CH:33]=[CH:32][C:30]([NH2:31])=[CH:29][CH:28]=1.[Cl:34][CH2:35][C:36]1[CH:41]=[CH:40][C:39]([C:42]([N:44]=[C:45]=[S:46])=[O:43])=[CH:38][CH:37]=1. (4) Given the product [NH4+:11].[OH-:2].[CH3:36][OH:40].[CH3:1][O:2][C:3]1[CH:21]=[C:20]([O:22][CH2:23][C:24]2[N:25]=[C:26]([C:29]3([NH:35][C:45](=[O:46])[CH2:44][NH:43][C:41](=[O:42])[O:40][C:36]([CH3:37])([CH3:38])[CH3:39])[CH2:30][CH2:31][O:32][CH2:33][CH2:34]3)[S:27][CH:28]=2)[C:6]2[CH:7]=[C:8]([C:10]3[N:11]=[C:12]4[N:16]([CH:17]=3)[N:15]=[C:14]([O:18][CH3:19])[S:13]4)[O:9][C:5]=2[CH:4]=1, predict the reactants needed to synthesize it. The reactants are: [CH3:1][O:2][C:3]1[CH:21]=[C:20]([O:22][CH2:23][C:24]2[N:25]=[C:26]([C:29]3([NH2:35])[CH2:34][CH2:33][O:32][CH2:31][CH2:30]3)[S:27][CH:28]=2)[C:6]2[CH:7]=[C:8]([C:10]3[N:11]=[C:12]4[N:16]([CH:17]=3)[N:15]=[C:14]([O:18][CH3:19])[S:13]4)[O:9][C:5]=2[CH:4]=1.[C:36]([O:40][C:41]([NH:43][CH2:44][C:45](O)=[O:46])=[O:42])([CH3:39])([CH3:38])[CH3:37].CCN(C(C)C)C(C)C.CN(C(ON1N=NC2C=CC=NC1=2)=[N+](C)C)C.F[P-](F)(F)(F)(F)F. (5) Given the product [F:36][C:30]1[CH:31]=[C:32]([F:35])[CH:33]=[CH:34][C:29]=1[O:28][C:3]1[C:2]2[N:1]=[CH:37][NH:8][C:7]=2[CH:6]=[CH:5][C:4]=1[C:9]1[C:10]2[CH:19]=[CH:18][N:17]([CH2:20][O:21][CH2:22][CH2:23][Si:24]([CH3:26])([CH3:27])[CH3:25])[C:11]=2[C:12](=[O:16])[N:13]([CH3:15])[CH:14]=1, predict the reactants needed to synthesize it. The reactants are: [NH2:1][C:2]1[C:3]([O:28][C:29]2[CH:34]=[CH:33][C:32]([F:35])=[CH:31][C:30]=2[F:36])=[C:4]([C:9]2[C:10]3[CH:19]=[CH:18][N:17]([CH2:20][O:21][CH2:22][CH2:23][Si:24]([CH3:27])([CH3:26])[CH3:25])[C:11]=3[C:12](=[O:16])[N:13]([CH3:15])[CH:14]=2)[CH:5]=[CH:6][C:7]=1[NH2:8].[CH:37]([O-])([O-])OCC.O.C1(C)C=CC(S(O)(=O)=O)=CC=1. (6) Given the product [CH2:27]=[CH:26][C:25]1[CH:20]=[CH:21][CH:22]=[CH:23][CH:24]=1.[C:1]([O:5][CH2:6][CH2:7][CH2:8][CH2:9][CH2:10][CH2:11][CH2:12][CH2:13][CH2:14][CH2:15][CH2:16][CH2:17][CH2:18][CH2:19][CH2:20][CH2:21][CH2:22][CH2:23][CH2:24][CH2:25][CH2:26][CH3:27])(=[O:4])[CH:2]=[CH2:3], predict the reactants needed to synthesize it. The reactants are: [C:1]([O:5][CH2:6][CH2:7][CH2:8][CH2:9][CH2:10][CH2:11][CH2:12][CH2:13][CH2:14][CH2:15][CH2:16][CH2:17][CH2:18][CH2:19][CH2:20][CH2:21][CH2:22][CH2:23][CH2:24][CH2:25][CH2:26][CH3:27])(=[O:4])[CH:2]=[CH2:3]. (7) Given the product [F:33][C:31]([F:32])([F:34])[C:30]([NH:29][C:26]1[CH:25]=[CH:24][C:23]([CH2:22][CH2:21][C:20](=[O:36])[C:17]2[CH:18]=[CH:19][C:14]([N:11]3[CH2:12][CH2:13][NH:8][CH2:9][CH2:10]3)=[CH:15][CH:16]=2)=[CH:28][CH:27]=1)=[O:35], predict the reactants needed to synthesize it. The reactants are: C(OC([N:8]1[CH2:13][CH2:12][N:11]([C:14]2[CH:19]=[CH:18][C:17]([C:20](=[O:36])[CH2:21][CH2:22][C:23]3[CH:28]=[CH:27][C:26]([NH:29][C:30](=[O:35])[C:31]([F:34])([F:33])[F:32])=[CH:25][CH:24]=3)=[CH:16][CH:15]=2)[CH2:10][CH2:9]1)=O)(C)(C)C.